This data is from Reaction yield outcomes from USPTO patents with 853,638 reactions. The task is: Predict the reaction yield, written as a fraction of the theoretical maximum amount of product (1.0 means a 100% yield; for example, 0.34 means a 34% yield). (1) The reactants are O=[C:2]1[C:11]2[N:12]=[CH:13][S:14][C:10]=2[C:9]2[CH:8]=[CH:7][C:6]([C:15]([O:17][CH3:18])=[O:16])=[CH:5][C:4]=2[NH:3]1.CCN(C(C)C)C(C)C.O=P(Cl)(Cl)[Cl:30].O. The catalyst is C1(C)C=CC=CC=1.C(Cl)Cl. The product is [Cl:30][C:2]1[C:11]2[N:12]=[CH:13][S:14][C:10]=2[C:9]2[CH:8]=[CH:7][C:6]([C:15]([O:17][CH3:18])=[O:16])=[CH:5][C:4]=2[N:3]=1. The yield is 0.470. (2) The reactants are [SH:1][C:2]1[CH:7]=[CH:6][CH:5]=[CH:4][N:3]=1.CC(C)([O-])C.[K+].Cl[C:15]1[N:20]=[C:19]([C:21]([O:23][C:24]([CH3:27])([CH3:26])[CH3:25])=[O:22])[C:18]([S:28][C:29]2[CH:34]=[CH:33][C:32]([O:35][CH3:36])=[CH:31][CH:30]=2)=[CH:17][CH:16]=1. The catalyst is CN1C(=O)N(C)CC1.C(OCC)(=O)C. The product is [CH3:36][O:35][C:32]1[CH:33]=[CH:34][C:29]([S:28][C:18]2[C:19]([C:21]([O:23][C:24]([CH3:27])([CH3:26])[CH3:25])=[O:22])=[N:20][C:15]([S:1][C:2]3[CH:7]=[CH:6][CH:5]=[CH:4][N:3]=3)=[CH:16][CH:17]=2)=[CH:30][CH:31]=1. The yield is 1.00. (3) The reactants are [CH3:1][CH:2]([CH3:16])[C:3]([C:5]1[NH:6][C:7]2[C:12]([CH:13]=1)=[CH:11][CH:10]=[C:9]([S:14][CH3:15])[CH:8]=2)=[O:4].[C:17]([O:21][C:22](=[O:27])[NH:23][CH2:24][CH2:25]Br)([CH3:20])([CH3:19])[CH3:18]. The catalyst is [N+](CCCC)(CCCC)(CCCC)CCCC.[Br-].[OH-].[Na+].O. The product is [C:3]([C:5]1[N:6]([CH2:25][CH2:24][NH:23][C:22](=[O:27])[O:21][C:17]([CH3:20])([CH3:19])[CH3:18])[C:7]2[C:12]([CH:13]=1)=[CH:11][CH:10]=[C:9]([S:14][CH3:15])[CH:8]=2)(=[O:4])[CH:2]([CH3:16])[CH3:1]. The yield is 0.207. (4) The reactants are [Cl:1][C:2]1[CH:10]=[CH:9][CH:8]=[C:7]([Cl:11])[C:3]=1[CH:4]=[N:5][OH:6].ClN1C(=O)CCC1=O.[CH:20]1([C:24](=O)[CH2:25][C:26]([O:28][CH2:29][CH3:30])=[O:27])[CH2:23][CH2:22][CH2:21]1.[O-]CC.[Na+].C(O)C. The catalyst is CN(C=O)C.O1CCCC1.O. The product is [CH:20]1([C:24]2[O:6][N:5]=[C:4]([C:3]3[C:2]([Cl:1])=[CH:10][CH:9]=[CH:8][C:7]=3[Cl:11])[C:25]=2[C:26]([O:28][CH2:29][CH3:30])=[O:27])[CH2:21][CH2:22][CH2:23]1. The yield is 0.380. (5) The reactants are [C:1]([OH:10])(=[O:9])[CH:2]([CH:4]([C:6]([OH:8])=[O:7])[OH:5])[OH:3].[N:11]1[CH:16]=[CH:15][CH:14]=[C:13]([CH2:17][C@H:18]2[C@H:23]([NH:24][C:25]([C:27]3[O:28][C:29]4[CH:35]=[CH:34][CH:33]=[CH:32][C:30]=4[CH:31]=3)=[O:26])[CH:22]3[CH2:36][CH2:37][N:19]2[CH2:20][CH2:21]3)[CH:12]=1.C(OCC)(=O)C. The catalyst is C(O)C. The product is [C:6]([C@H:4]([C@@H:2]([C:1]([OH:10])=[O:9])[OH:3])[OH:5])([OH:8])=[O:7].[N:11]1[CH:16]=[CH:15][CH:14]=[C:13]([CH2:17][C@H:18]2[C@H:23]([NH:24][C:25]([C:27]3[O:28][C:29]4[CH:35]=[CH:34][CH:33]=[CH:32][C:30]=4[CH:31]=3)=[O:26])[CH:22]3[CH2:36][CH2:37][N:19]2[CH2:20][CH2:21]3)[CH:12]=1. The yield is 0.797.